From a dataset of Reaction yield outcomes from USPTO patents with 853,638 reactions. Predict the reaction yield, written as a fraction of the theoretical maximum amount of product (1.0 means a 100% yield; for example, 0.34 means a 34% yield). (1) The reactants are [N:1]1[C:10]2[C:5](=[CH:6][CH:7]=[CH:8][C:9]=2[CH2:11][C:12]([OH:14])=O)[CH:4]=[CH:3][CH:2]=1.CN(C(ON1N=NC2C=CC=NC1=2)=[N+](C)C)C.F[P-](F)(F)(F)(F)F.[NH2:39][CH2:40][CH:41]([OH:53])[CH2:42][N:43]1[CH2:52][CH2:51][C:50]2[C:45](=[CH:46][CH:47]=[CH:48][CH:49]=2)[CH2:44]1. The catalyst is C(Cl)Cl.O. The product is [CH2:44]1[C:45]2[C:50](=[CH:49][CH:48]=[CH:47][CH:46]=2)[CH2:51][CH2:52][N:43]1[CH2:42][CH:41]([OH:53])[CH2:40][NH:39][C:12](=[O:14])[CH2:11][C:9]1[CH:8]=[CH:7][CH:6]=[C:5]2[C:10]=1[N:1]=[CH:2][CH:3]=[CH:4]2. The yield is 0.130. (2) The reactants are [Si]([C:5]#[N:6])(C)(C)C.[NH2:7][C:8]1[CH:13]=[CH:12][C:11]([CH2:14][CH2:15][CH2:16][C:17]([NH:19][CH3:20])=[O:18])=[CH:10][CH:9]=1.[C:21]1(=O)[CH2:24][CH2:23][CH2:22]1. No catalyst specified. The product is [C:5]([C:21]1([NH:7][C:8]2[CH:9]=[CH:10][C:11]([CH2:14][CH2:15][CH2:16][C:17]([NH:19][CH3:20])=[O:18])=[CH:12][CH:13]=2)[CH2:24][CH2:23][CH2:22]1)#[N:6]. The yield is 0.670. (3) The reactants are [C:1]1(=[O:8])[CH2:6][CH2:5][CH2:4][C:3](=[O:7])[CH2:2]1.C([O-])([O-])=O.[Na+].[Na+].[O:15](S(C(F)(F)F)(=O)=O)[S:16]([C:19]([F:22])([F:21])[F:20])(=O)=[O:17]. The catalyst is C(Cl)Cl. The product is [F:20][C:19]([F:22])([F:21])[S:16]([O:7][C:3]1[CH2:4][CH2:5][CH2:6][C:1](=[O:8])[CH:2]=1)(=[O:17])=[O:15]. The yield is 0.670. (4) The reactants are [CH2:1]([O:3][C:4]1[CH:9]=[CH:8][C:7]([C:10]2[CH:18]=[CH:17][CH:16]=[C:15]3[C:11]=2[CH2:12][CH2:13][C:14]3=[O:19])=[C:6]([OH:20])[C:5]=1[O:21][CH3:22])[CH3:2].C(=O)([O-])[O-].[K+].[K+].Br[CH2:30][C:31]1([CH2:35][OH:36])[CH2:34][O:33][CH2:32]1. The catalyst is C(#N)C. The product is [CH2:1]([O:3][C:4]1[CH:9]=[CH:8][C:7]([C:10]2[CH:18]=[CH:17][CH:16]=[C:15]3[C:11]=2[CH2:12][CH2:13][C:14]3=[O:19])=[C:6]([O:20][CH2:30][C:31]2([CH2:35][OH:36])[CH2:34][O:33][CH2:32]2)[C:5]=1[O:21][CH3:22])[CH3:2]. The yield is 0.190. (5) The product is [CH2:11]([S:13]([C:16]1[CH:17]=[CH:18][C:19]([O:48][C:49]2[C:50]([CH:56]=[CH:22][C:20]3[CH:21]=[CH:16][CH:17]=[CH:18][CH:19]=3)=[CH:51][CH:52]=[CH:53][C:54]=2[CH3:55])=[C:20]([C:22]2[C:23]3[CH:32]=[C:31]([C:33]([O:35][CH2:36][CH3:37])=[O:34])[N:30]([S:38]([C:41]4[CH:42]=[CH:43][C:44]([CH3:45])=[CH:46][CH:47]=4)(=[O:39])=[O:40])[C:24]=3[C:25](=[O:29])[N:26]([CH3:28])[CH:27]=2)[CH:21]=1)(=[O:15])=[O:14])[CH3:12]. The catalyst is [Cl-].C([P+](C1C=CC=CC=1)(C1C=CC=CC=1)C1C=CC=CC=1)C1C=CC=CC=1.O1CCCC1. The yield is 0.920. The reactants are C[Si]([N-][Si](C)(C)C)(C)C.[Na+].[CH2:11]([S:13]([C:16]1[CH:17]=[CH:18][C:19]([O:48][C:49]2[C:54]([CH3:55])=[CH:53][CH:52]=[CH:51][C:50]=2[CH:56]=O)=[C:20]([C:22]2[C:23]3[CH:32]=[C:31]([C:33]([O:35][CH2:36][CH3:37])=[O:34])[N:30]([S:38]([C:41]4[CH:47]=[CH:46][C:44]([CH3:45])=[CH:43][CH:42]=4)(=[O:40])=[O:39])[C:24]=3[C:25](=[O:29])[N:26]([CH3:28])[CH:27]=2)[CH:21]=1)(=[O:15])=[O:14])[CH3:12]. (6) The reactants are Cl[C:2]1[CH:10]=[C:9]([F:11])[CH:8]=[C:7]2[C:3]=1[CH:4]=[CH:5][NH:6]2.B1(B2OC(C)(C)C(C)(C)O2)OC(C)(C)C(C)(C)O1.C1(P(C2CCCCC2)C2CCCCC2)CCCCC1.C([O-])(=O)C.[K+].Br[C:55]1[NH:56][C:57]2[C:62]([N:63]=1)=[C:61]([N:64]1[CH2:69][CH2:68][O:67][CH2:66][C@H:65]1[CH3:70])[N:60]=[C:59]([N:71]1[CH2:76][CH2:75][O:74][CH2:73][C@@H:72]1[CH3:77])[N:58]=2.[F-].[Cs+]. The yield is 0.190. The catalyst is O1CCOCC1.CCOC(C)=O. The product is [F:11][C:9]1[CH:8]=[C:7]2[C:3]([CH:4]=[CH:5][NH:6]2)=[C:2]([C:55]2[NH:56][C:57]3[C:62]([N:63]=2)=[C:61]([N:64]2[CH2:69][CH2:68][O:67][CH2:66][C@H:65]2[CH3:70])[N:60]=[C:59]([N:71]2[CH2:76][CH2:75][O:74][CH2:73][C@@H:72]2[CH3:77])[N:58]=3)[CH:10]=1. (7) The reactants are [C:1]([C:3]1([CH3:27])[S:7][C:6]([C:8]2[NH:9][C:10]3[C:15]([CH:16]=2)=[CH:14][CH:13]=[CH:12][C:11]=3[N:17]([CH3:26])[S:18]([C:21]2[S:22][CH:23]=[CH:24][CH:25]=2)(=[O:20])=[O:19])=[N:5][CH2:4]1)#[N:2].[OH-].[Na+].[O:30]1CCCC1.C(O)(=O)CC(CC(O)=O)(C(O)=O)O. The catalyst is C(O)C. The product is [CH3:27][C:3]1([C:1]([NH2:2])=[O:30])[S:7][C:6]([C:8]2[NH:9][C:10]3[C:15]([CH:16]=2)=[CH:14][CH:13]=[CH:12][C:11]=3[N:17]([CH3:26])[S:18]([C:21]2[S:22][CH:23]=[CH:24][CH:25]=2)(=[O:20])=[O:19])=[N:5][CH2:4]1. The yield is 0.740. (8) The reactants are [CH3:1][N:2]([CH3:32])[C:3]([C:5]1[N:26]([CH:27]2[CH2:31][CH2:30][CH2:29][CH2:28]2)[C:8]2[N:9]=[C:10]([NH:13][C:14]3[CH:19]=[CH:18][C:17]([N:20]4[CH2:25][CH2:24][NH:23][CH2:22][CH2:21]4)=[CH:16][N:15]=3)[N:11]=[CH:12][C:7]=2[CH:6]=1)=[O:4].[C:33](OC(=O)C)(=[O:35])[CH3:34].C(#N)C. The catalyst is ClCCl. The product is [CH3:1][N:2]([CH3:32])[C:3]([C:5]1[N:26]([CH:27]2[CH2:31][CH2:30][CH2:29][CH2:28]2)[C:8]2[N:9]=[C:10]([NH:13][C:14]3[CH:19]=[CH:18][C:17]([N:20]4[CH2:21][CH2:22][N:23]([C:33](=[O:35])[CH3:34])[CH2:24][CH2:25]4)=[CH:16][N:15]=3)[N:11]=[CH:12][C:7]=2[CH:6]=1)=[O:4]. The yield is 0.910. (9) The reactants are [N:1]1[NH:2][C:3](=[O:11])[CH:4]=[C:5]2[CH2:10][CH2:9][CH2:8][O:7][C:6]=12.[H-].[Na+].C1C=CC(N([S:21]([C:24]([F:27])([F:26])[F:25])(=[O:23])=[O:22])[S:21]([C:24]([F:27])([F:26])[F:25])(=[O:23])=[O:22])=CC=1. The catalyst is CN(C=O)C.C(OCC)(=O)C. The product is [F:25][C:24]([F:27])([F:26])[S:21]([O:11][C:3]1[N:2]=[N:1][C:6]2[O:7][CH2:8][CH2:9][CH2:10][C:5]=2[CH:4]=1)(=[O:23])=[O:22]. The yield is 0.800.